This data is from Full USPTO retrosynthesis dataset with 1.9M reactions from patents (1976-2016). The task is: Predict the reactants needed to synthesize the given product. (1) Given the product [F:32][CH:2]([F:1])[O:3][C:4]1[CH:5]=[C:6]([N:14]([CH2:25][C:26]2[CH:27]=[N:28][CH:29]=[CH:30][CH:31]=2)[C:15]2[CH:16]=[C:17]([CH:21]([OH:24])[CH2:22][NH:23][C:35]([O:37][C:38]([CH3:41])([CH3:40])[CH3:39])=[O:36])[CH:18]=[CH:19][CH:20]=2)[CH:7]=[CH:8][C:9]=1[O:10][CH:11]([F:13])[F:12], predict the reactants needed to synthesize it. The reactants are: [F:1][CH:2]([F:32])[O:3][C:4]1[CH:5]=[C:6]([N:14]([CH2:25][C:26]2[CH:27]=[N:28][CH:29]=[CH:30][CH:31]=2)[C:15]2[CH:16]=[C:17]([CH:21]([OH:24])[CH2:22][NH2:23])[CH:18]=[CH:19][CH:20]=2)[CH:7]=[CH:8][C:9]=1[O:10][CH:11]([F:13])[F:12].NO.[C:35](O[C:35]([O:37][C:38]([CH3:41])([CH3:40])[CH3:39])=[O:36])([O:37][C:38]([CH3:41])([CH3:40])[CH3:39])=[O:36].C(=O)([O-])[O-].[K+].[K+]. (2) Given the product [CH:35]1[C:36]2[CH:24]([CH2:23][O:22][C:21]([NH:20][C@@H:19]([CH2:18][S:17][CH2:16][C@H:15]([O:14][C:1](=[O:13])[CH2:2][CH2:3][CH2:4][CH2:5][CH2:6][CH2:7][CH2:8][CH2:9][CH2:10][CH2:11][CH3:12])[CH2:41][O:42][C:43](=[O:55])[CH2:44][CH2:45][CH2:46][CH2:47][CH2:48][CH2:49][CH2:50][CH2:51][CH2:52][CH2:53][CH3:54])[C:38]([NH:57][CH2:58][CH2:59][CH2:60][C:61]([P:64](=[O:71])([O:68][CH2:69][CH3:70])[O:65][CH2:66][CH3:67])([F:62])[F:63])=[O:39])=[O:37])[C:25]3[C:30](=[CH:29][CH:28]=[CH:27][CH:26]=3)[C:31]=2[CH:32]=[CH:33][CH:34]=1, predict the reactants needed to synthesize it. The reactants are: [C:1]([O:14][C@H:15]([CH2:41][O:42][C:43](=[O:55])[CH2:44][CH2:45][CH2:46][CH2:47][CH2:48][CH2:49][CH2:50][CH2:51][CH2:52][CH2:53][CH3:54])[CH2:16][S:17][CH2:18][C@@H:19]([C:38](O)=[O:39])[NH:20][C:21](=[O:37])[O:22][CH2:23][CH:24]1[C:36]2[CH:35]=[CH:34][CH:33]=[CH:32][C:31]=2[C:30]2[C:25]1=[CH:26][CH:27]=[CH:28][CH:29]=2)(=[O:13])[CH2:2][CH2:3][CH2:4][CH2:5][CH2:6][CH2:7][CH2:8][CH2:9][CH2:10][CH2:11][CH3:12].Cl.[NH2:57][CH2:58][CH2:59][CH2:60][C:61]([P:64](=[O:71])([O:68][CH2:69][CH3:70])[O:65][CH2:66][CH3:67])([F:63])[F:62].CCN(C(C)C)C(C)C.CN(C(ON1N=NC2C=CC=CC1=2)=[N+](C)C)C.F[P-](F)(F)(F)(F)F. (3) The reactants are: [F:1][C:2]1[CH:8]=[CH:7][CH:6]=[CH:5][C:3]=1[NH2:4].[N-:9]([C:12]#[N:13])[C:10]#[N:11].[Na+]. Given the product [C:10]([N:9]=[C:12]([NH2:13])[NH:4][C:3]1[CH:5]=[CH:6][CH:7]=[CH:8][C:2]=1[F:1])#[N:11], predict the reactants needed to synthesize it. (4) Given the product [O:10]=[C:8]1[C:7]2[C:6](=[CH:5][C:4]([N+:1]([O-:3])=[O:2])=[CH:14][CH:13]=2)[C:11](=[O:12])[N:23]1[CH:22]1[CH2:15][CH2:16][C:17](=[O:18])[NH:19][C:20]1=[O:21], predict the reactants needed to synthesize it. The reactants are: [N+:1]([C:4]1[CH:5]=[C:6]2[C:11](=[O:12])[O:10][C:8](=O)[C:7]2=[CH:13][CH:14]=1)([O-:3])=[O:2].[CH2:15]1[CH:22]([NH2:23])[C:20](=[O:21])[NH:19][C:17](=[O:18])[CH2:16]1.Cl. (5) Given the product [Br:1][C:2]1[C:11]([NH:12][C:13]2[NH:17][CH2:16][CH2:15][N:18]=2)=[CH:10][CH:9]=[C:8]2[C:3]=1[N:4]=[CH:5][CH:6]=[N:7]2, predict the reactants needed to synthesize it. The reactants are: [Br:1][C:2]1[C:11]([N:12]=[C:13]=S)=[CH:10][CH:9]=[C:8]2[C:3]=1[N:4]=[CH:5][CH:6]=[N:7]2.[CH2:15]([NH2:18])[CH2:16][NH2:17].